Dataset: Experimentally validated miRNA-target interactions with 360,000+ pairs, plus equal number of negative samples. Task: Binary Classification. Given a miRNA mature sequence and a target amino acid sequence, predict their likelihood of interaction. (1) The miRNA is mmu-miR-709 with sequence GGAGGCAGAGGCAGGAGGA. The protein sequence of the target gene is MGLLHSLHAPAAALLWSCLLGLAAAQEAILHASTNGVSSLSKDYCMYYNNNWTRLPSSLENATSLSLMNLTGTALCHLSDIPPDGIRNKAVVVHWGPCHFLEKARIAQEGGAAALLIANNSVLIPSSRNKSTFQNVTVLIAVITQKDFKDMKETLGDDITVKMYSPSWPNFDYTLVVIFVIAVFTVALGGYWSGLIELENMKSVEDAEDRETRKKKDDYLTFSPLTVVVFVVICCIMIVLLYFFYRWLVYVMIAIFCIASSMSLYNCLSALIHRMPCGQCTILCCGKNIKVSLIFLSGLC.... Result: 1 (interaction). (2) The miRNA is hsa-miR-526b-5p with sequence CUCUUGAGGGAAGCACUUUCUGU. The protein sequence of the target gene is MCDIEEATNQLLDVNLHENQKSVQVTESDLGSESELLVTIGATVPTGFEQTAADEVREKLGSSCKISRDRGKIYFVISVESLAQVHCLRSVDNLFVVVQEFQDYQFKQTKEEVLKDFEDLAGKLPWSNPLKVWKINASFKKKKAKRKKINQNSSKEKINNGQEVKIDQRNVKKEFTSHALDSHILDYYENPAIKEDVSTLIGDDLASCKDETDESSKEETEPQVLKFRVTCNRAGEKHCFTSNEAARDFGGAVQDYFKWKADMTNFDVEVLLNIHDNEVIVGIALTEESLHRRNITHFGP.... Result: 0 (no interaction). (3) The protein sequence of the target gene is MVARNQVAADNAISPAAEPRRRSEPSSSSSSSSPAAPVRPRPCPAVPAPAPGDTHFRTFRSHSDYRRITRTSALLDACGFYWGPLSVHGAHERLRAEPVGTFLVRDSRQRNCFFALSVKMASGPTSIRVHFQAGRFHLDGSRETFDCLFELLEHYVAAPRRMLGAPLRQRRVRPLQELCRQRIVAAVGRENLARIPLNPVLRDYLSSFPFQI. The miRNA is hsa-miR-1252-3p with sequence CAAAUGAGCUUAAUUUCCUUUU. Result: 0 (no interaction). (4) The miRNA is hsa-miR-4690-5p with sequence GAGCAGGCGAGGCUGGGCUGAA. The protein sequence of the target gene is MLSRLGALLQEAVGAREPSIDLLQAFVEHWKGITHYYIESTDESTPAKKTDIPWRLKQMLDILVYEEQQQAAAGEAGPCLEYLLQHKILETLCTLGKAEYPPGMRQQVFQFFSKVLAQVQHPLLHYLSVHRPVQKLLRLGGTASGSVTEKEEVQFTTVLCSKIQQDPELLAYILEGKKIVGRKKACGEPTALPKDTTSHGDKDCSHDGAPARPQLDGESCGAQALNSHMPAETEELDGGTTESNLITSLLGLCQSKKSRVALKAQENLLLLVSMASPAAATYLVQSSACCPAIVRHLCQL.... Result: 0 (no interaction). (5) The miRNA is mmu-miR-96-5p with sequence UUUGGCACUAGCACAUUUUUGCU. The protein sequence of the target gene is MSAPSEEEEYARLVMEAQPEWLRAEVKRLSHELAETTREKIQAAEYGLAVLEEKHQLKLQFEELEVDYEAIRSEMEQLKEAFGQAHTNHKKVAADGESREESLIQESASKEQYYVRKVLELQTELKQLRNVLTNTQSENERLTSVAQELKEINQNVEIQRGRLRDDIKEYKFREARLLQDYSELEEENISLQKQVSVLRQNQVEFEGLKHEIKRLEEETEYLNSQLEDAIRLKEISERQLEEALETLKTEREQKNNLRKELSHYMSINDSFYTSHLQVSLDGLKFSDDTVTAEPNNDAEA.... Result: 0 (no interaction). (6) The protein sequence of the target gene is MGLYGQACPSVTSLRMTSELESSLTSMDWLPQLTMRAAIQKSDATQNAHGTGISKKNALLDPNTTLDQEEVQQHKDGKPPYSYASLITFAINSSPKKKMTLSEIYQWICDNFPYYREAGSGWKNSIRHNLSLNKCFLKVPRSKDDPGKGSYWAIDTNPKEDTLPTRPKKRARSVERASTPYSIDSDSLGMECIISGSASPTLAINTVTNKVTLYNADQDGSDSPRSSLNNSLSDQSLASVNLNSVGSVHSYTPVTNHPEPVSQPLTPQQQQQPQYNLPEREKQLLFTEYNFEDLSASFRS.... The miRNA is hsa-miR-8080 with sequence GAAGGACACUGGUGUCAACGGCU. Result: 0 (no interaction).